Dataset: Full USPTO retrosynthesis dataset with 1.9M reactions from patents (1976-2016). Task: Predict the reactants needed to synthesize the given product. Given the product [F:24][C:21]1[CH:22]=[CH:23][C:18]([C@@H:12]2[CH2:13][C:14](=[O:15])[NH:6][CH2:5][C@H:7]2[C:8]([OH:10])=[O:9])=[CH:19][C:20]=1[C:25]([F:28])([F:27])[F:26], predict the reactants needed to synthesize it. The reactants are: C(Cl)(=O)C.[C:5]([CH:7]([CH:12]([C:18]1[CH:23]=[CH:22][C:21]([F:24])=[C:20]([C:25]([F:28])([F:27])[F:26])[CH:19]=1)[CH2:13][C:14](OC)=[O:15])[C:8]([O:10]C)=[O:9])#[N:6].[H][H].C(=O)([O-])[O-].[K+].[K+].Cl.